Predict the reactants needed to synthesize the given product. From a dataset of Full USPTO retrosynthesis dataset with 1.9M reactions from patents (1976-2016). (1) Given the product [C:1]([O:5][C:6]([N:8]1[CH2:12][C@@H:11]([O:13][C:14]2[CH:23]=[CH:22][C:21]3[C:16](=[CH:17][CH:18]=[CH:19][CH:20]=3)[CH:15]=2)[CH2:10][C@H:9]1[CH2:24][OH:25])=[O:7])([CH3:4])([CH3:3])[CH3:2], predict the reactants needed to synthesize it. The reactants are: [C:1]([O:5][C:6]([N:8]1[CH2:12][C@@H:11]([O:13][C:14]2[CH:23]=[CH:22][C:21]3[C:16](=[CH:17][CH:18]=[CH:19][CH:20]=3)[CH:15]=2)[CH2:10][C@H:9]1[C:24](O)=[O:25])=[O:7])([CH3:4])([CH3:3])[CH3:2]. (2) Given the product [Br:18][C:19]1([CH2:24][CH2:25][CH2:26][CH2:27][O:28][C:29](=[O:37])[C:30]2[CH:31]=[CH:32][C:33]([CH3:36])=[CH:34][CH:35]=2)[CH2:21][C:20]1([Br:22])[Br:23], predict the reactants needed to synthesize it. The reactants are: BrC(=C)CCCCOC(=O)C1C=CC(C)=CC=1.[Br:18][C:19]1([CH2:24][CH2:25][CH2:26][CH2:27][O:28][C:29](=[O:37])[C:30]2[CH:35]=[CH:34][C:33]([CH3:36])=[CH:32][CH:31]=2)[CH2:21][C:20]1([Br:23])[Br:22].C(Cl)Cl.C(Br)(Br)Br.[OH-].[K+].